This data is from Reaction yield outcomes from USPTO patents with 853,638 reactions. The task is: Predict the reaction yield, written as a fraction of the theoretical maximum amount of product (1.0 means a 100% yield; for example, 0.34 means a 34% yield). (1) The reactants are FC1C=CC([C:8]([C:10]2[CH:11]=[N:12][CH:13]=[C:14]([C@@H:16]3[CH2:20][CH2:19][CH2:18][N:17]3[C@@H](C3C=CC(OC)=CC=3)C)[CH:15]=2)=[O:9])=CC=1. The catalyst is C(O)(C(F)(F)F)=O. The product is [NH:17]1[CH2:18][CH2:19][CH2:20][C@H:16]1[C:14]1[CH:15]=[C:10]([CH:8]=[O:9])[CH:11]=[N:12][CH:13]=1. The yield is 0.710. (2) The reactants are CS[C:3]1[CH:4]=[CH:5][C:6]([CH:9]([C:17]2[NH:21][C:20]([C:22]3[N:27]=[CH:26][C:25]([CH:28]([OH:30])[CH3:29])=[CH:24][CH:23]=3)=[CH:19][CH:18]=2)[CH2:10][CH:11]2[CH2:16][CH2:15][O:14][CH2:13][CH2:12]2)=[N:7][CH:8]=1.O1CCC[CH2:32]1.O.O[O:38][S:39]([O-:41])=O.[K+]. The catalyst is C(OCC)(=O)C.CO. The product is [CH3:32][S:39]([C:3]1[CH:4]=[CH:5][C:6]([CH:9]([C:17]2[NH:21][C:20]([C:22]3[N:27]=[CH:26][C:25]([CH:28]([OH:30])[CH3:29])=[CH:24][CH:23]=3)=[CH:19][CH:18]=2)[CH2:10][CH:11]2[CH2:16][CH2:15][O:14][CH2:13][CH2:12]2)=[N:7][CH:8]=1)(=[O:41])=[O:38]. The yield is 0.490. (3) The reactants are Br[C:2]1[S:6][C:5]([CH2:7][O:8][C:9]2[C:10]([F:19])=[C:11]([C:15]([F:18])=[CH:16][CH:17]=2)[C:12]([NH2:14])=[O:13])=[N:4][C:3]=1[C:20]1[CH:25]=[CH:24][C:23]([O:26][CH3:27])=[CH:22][CH:21]=1.[N:28]1[CH:33]=[CH:32][C:31](B(O)O)=[CH:30][CH:29]=1.P([O-])([O-])([O-])=O.[K+].[K+].[K+]. The catalyst is CN(C=O)C.O.[Pd+2].C1(P(C2C=CC=CC=2)C2C=CC=CC=2)C=CC=CC=1. The product is [F:19][C:10]1[C:9]([O:8][CH2:7][C:5]2[S:6][C:2]([C:31]3[CH:32]=[CH:33][N:28]=[CH:29][CH:30]=3)=[C:3]([C:20]3[CH:25]=[CH:24][C:23]([O:26][CH3:27])=[CH:22][CH:21]=3)[N:4]=2)=[CH:17][CH:16]=[C:15]([F:18])[C:11]=1[C:12]([NH2:14])=[O:13]. The yield is 0.490. (4) The reactants are [CH:1]([C:3]1[N:8]=[C:7]2[N:9]([CH2:12][C:13]3[CH:14]=[C:15]4[C:20](=[CH:21][CH:22]=3)[N:19]=[CH:18][CH:17]=[CH:16]4)[N:10]=[N:11][C:6]2=[N:5][CH:4]=1)=C.CC1C=CC=C(C)N=1.I([O-])(=O)(=O)=[O:32].[Na+]. The catalyst is O.O1CCOCC1.[Os](=O)(=O)(=O)=O. The product is [N:19]1[C:20]2[C:15](=[CH:14][C:13]([CH2:12][N:9]3[C:7]4=[N:8][C:3]([CH:1]=[O:32])=[CH:4][N:5]=[C:6]4[N:11]=[N:10]3)=[CH:22][CH:21]=2)[CH:16]=[CH:17][CH:18]=1. The yield is 0.430. (5) The product is [OH:2][C:3]1[N:7]([C:8]2[CH:23]=[CH:22][C:11]([C:12]([NH:14][CH2:15][CH:16]3[CH2:21][CH2:20][O:19][CH2:18][CH2:17]3)=[O:13])=[CH:10][N:9]=2)[N:6]=[CH:5][C:4]=1[C:24]1[CH:29]=[CH:28][N:27]([CH3:30])[C:26](=[O:31])[CH:25]=1. The catalyst is CC(N(C)C)=O.CS(C)=O. The yield is 0.172. The reactants are C[O:2][C:3]1[N:7]([C:8]2[CH:23]=[CH:22][C:11]([C:12]([NH:14][CH2:15][CH:16]3[CH2:21][CH2:20][O:19][CH2:18][CH2:17]3)=[O:13])=[CH:10][N:9]=2)[N:6]=[CH:5][C:4]=1[C:24]1[CH:29]=[CH:28][N:27]([CH3:30])[C:26](=[O:31])[CH:25]=1.[Cl-].[Li+]. (6) The reactants are [CH3:1][O:2][C:3]1[N:4]=[C:5]2[C:10](=[CH:11][CH:12]=1)[N:9]=[CH:8][CH:7]=[C:6]2[N:13]1[CH:21]=[C:20]2[C:15]([CH2:16][CH2:17][CH:18]([NH:22][CH2:23][C:24]3[CH:25]=[CH:26][C:27]4[S:32][CH2:31][C:30](=[O:33])[NH:29][C:28]=4[CH:34]=3)[CH2:19]2)=[N:14]1.ClC(Cl)C.[CH:39](=O)[C:40]1[CH:45]=[CH:44][CH:43]=[CH:42][CH:41]=1.[BH-](OC(C)=O)(OC(C)=O)OC(C)=O.[Na+].[BH4-].[Na+]. The catalyst is C(Cl)Cl.CN(C=O)C. The product is [CH2:39]([N:22]([CH2:23][C:24]1[CH:25]=[CH:26][C:27]2[S:32][CH2:31][C:30](=[O:33])[NH:29][C:28]=2[CH:34]=1)[CH:18]1[CH2:17][CH2:16][C:15]2[C:20](=[CH:21][N:13]([C:6]3[C:5]4[C:10](=[CH:11][CH:12]=[C:3]([O:2][CH3:1])[N:4]=4)[N:9]=[CH:8][CH:7]=3)[N:14]=2)[CH2:19]1)[C:40]1[CH:45]=[CH:44][CH:43]=[CH:42][CH:41]=1. The yield is 0.0500. (7) The reactants are [CH3:1][CH:2]([CH2:24][CH3:25])[CH2:3][N:4]1[CH2:9][CH2:8][N:7]([CH:10]([CH3:23])[CH2:11][N:12]2C(=O)C3C(=CC=CC=3)C2=O)[CH2:6][CH2:5]1.NN.O.[CH3:29][CH2:30][CH2:31]CCC.CCOC(C)=O. The catalyst is CCO. The product is [CH3:1][C:2]1[C:24]([CH3:25])=[CH:31][CH:30]=[CH:29][C:3]=1[N:4]1[CH2:5][CH2:6][N:7]([CH:10]([CH3:23])[CH2:11][NH2:12])[CH2:8][CH2:9]1. The yield is 0.447. (8) The reactants are FC1C(F)=C(F)C(F)=C(F)C=1[C:12]1[N:13]([CH3:31])[C:14](=[O:30])[CH:15]=[C:16]([NH:21][C:22]2[CH:27]=[CH:26][C:25]([I:28])=[CH:24][C:23]=2[F:29])[C:17]=1[C:18]([O-:20])=O.CCN(C(C)C)C(C)C.[NH2:41][CH2:42][CH2:43][OH:44]. The catalyst is C1COCC1. The product is [F:29][C:23]1[CH:24]=[C:25]([I:28])[CH:26]=[CH:27][C:22]=1[NH:21][C:16]1[C:17]([C:18]([NH:41][CH2:42][CH2:43][OH:44])=[O:20])=[CH:12][N:13]([CH3:31])[C:14](=[O:30])[CH:15]=1. The yield is 0.850.